From a dataset of NCI-60 drug combinations with 297,098 pairs across 59 cell lines. Regression. Given two drug SMILES strings and cell line genomic features, predict the synergy score measuring deviation from expected non-interaction effect. (1) Drug 2: CC1=C2C(C(=O)C3(C(CC4C(C3C(C(C2(C)C)(CC1OC(=O)C(C(C5=CC=CC=C5)NC(=O)OC(C)(C)C)O)O)OC(=O)C6=CC=CC=C6)(CO4)OC(=O)C)O)C)O. Drug 1: C1=C(C(=O)NC(=O)N1)F. Cell line: SN12C. Synergy scores: CSS=31.1, Synergy_ZIP=-11.1, Synergy_Bliss=-12.3, Synergy_Loewe=-22.8, Synergy_HSA=-5.57. (2) Drug 1: COC1=C(C=C2C(=C1)N=CN=C2NC3=CC(=C(C=C3)F)Cl)OCCCN4CCOCC4. Drug 2: CC(C1=C(C=CC(=C1Cl)F)Cl)OC2=C(N=CC(=C2)C3=CN(N=C3)C4CCNCC4)N. Cell line: BT-549. Synergy scores: CSS=23.9, Synergy_ZIP=3.05, Synergy_Bliss=4.03, Synergy_Loewe=-0.206, Synergy_HSA=0.304. (3) Drug 1: C1=CC(=CC=C1C#N)C(C2=CC=C(C=C2)C#N)N3C=NC=N3. Drug 2: CCCCC(=O)OCC(=O)C1(CC(C2=C(C1)C(=C3C(=C2O)C(=O)C4=C(C3=O)C=CC=C4OC)O)OC5CC(C(C(O5)C)O)NC(=O)C(F)(F)F)O. Cell line: ACHN. Synergy scores: CSS=25.5, Synergy_ZIP=1.54, Synergy_Bliss=1.34, Synergy_Loewe=-2.76, Synergy_HSA=-3.49. (4) Drug 1: CC1=C(C(CCC1)(C)C)C=CC(=CC=CC(=CC(=O)O)C)C. Drug 2: C1CN(P(=O)(OC1)NCCCl)CCCl. Cell line: DU-145. Synergy scores: CSS=-2.00, Synergy_ZIP=1.95, Synergy_Bliss=3.08, Synergy_Loewe=-1.57, Synergy_HSA=-1.45. (5) Drug 1: C1CC(=O)NC(=O)C1N2CC3=C(C2=O)C=CC=C3N. Drug 2: C1=CC(=CC=C1CC(C(=O)O)N)N(CCCl)CCCl.Cl. Cell line: HCT116. Synergy scores: CSS=4.49, Synergy_ZIP=-4.32, Synergy_Bliss=0.198, Synergy_Loewe=0.611, Synergy_HSA=0.788. (6) Drug 1: CC1C(C(CC(O1)OC2CC(CC3=C2C(=C4C(=C3O)C(=O)C5=C(C4=O)C(=CC=C5)OC)O)(C(=O)CO)O)N)O.Cl. Drug 2: CCN(CC)CCCC(C)NC1=C2C=C(C=CC2=NC3=C1C=CC(=C3)Cl)OC. Cell line: OVCAR-5. Synergy scores: CSS=13.4, Synergy_ZIP=-6.38, Synergy_Bliss=-3.59, Synergy_Loewe=-4.83, Synergy_HSA=-4.73.